Predict which catalyst facilitates the given reaction. From a dataset of Catalyst prediction with 721,799 reactions and 888 catalyst types from USPTO. (1) Reactant: [Cl:1][C:2]1[CH:7]=[C:6]([Cl:8])[CH:5]=[CH:4][C:3]=1[N:9]1[CH2:15][CH2:14][CH2:13][NH:12][CH2:11][CH2:10]1.C(N(C(C)C)CC)(C)C.[CH2:25]([O:32][CH2:33][C:34](Cl)=[O:35])[C:26]1[CH:31]=[CH:30][CH:29]=[CH:28][CH:27]=1. Product: [CH2:25]([O:32][CH2:33][C:34]([N:12]1[CH2:13][CH2:14][CH2:15][N:9]([C:3]2[CH:4]=[CH:5][C:6]([Cl:8])=[CH:7][C:2]=2[Cl:1])[CH2:10][CH2:11]1)=[O:35])[C:26]1[CH:31]=[CH:30][CH:29]=[CH:28][CH:27]=1. The catalyst class is: 4. (2) Reactant: [CH3:1][S:2]([CH2:5][CH2:6][NH2:7])(=[O:4])=[O:3].Cl[C:9]1[N:14]=[C:13]([C:15]2[S:19][C:18]([CH:20]([CH3:22])[CH3:21])=[N:17][C:16]=2[C:23]2[CH:24]=[C:25]([NH:29][S:30]([C:33]3[O:34][CH:35]=[CH:36][CH:37]=3)(=[O:32])=[O:31])[CH:26]=[CH:27][CH:28]=2)[CH:12]=[CH:11][N:10]=1.C(OCC)C. Product: [CH3:22][CH:20]([C:18]1[S:19][C:15]([C:13]2[CH:12]=[CH:11][N:10]=[C:9]([NH:7][CH2:6][CH2:5][S:2]([CH3:1])(=[O:4])=[O:3])[N:14]=2)=[C:16]([C:23]2[CH:24]=[C:25]([NH:29][S:30]([C:33]3[O:34][CH:35]=[CH:36][CH:37]=3)(=[O:32])=[O:31])[CH:26]=[CH:27][CH:28]=2)[N:17]=1)[CH3:21]. The catalyst class is: 473. (3) Reactant: [N:1]1([CH2:6][C:7]2[CH:13]=[CH:12][C:10]([NH2:11])=[CH:9][CH:8]=2)[CH:5]=[CH:4][CH:3]=[N:2]1.C(N(CC)CC)C.Cl[C:22]([O:24][C:25]1[CH:30]=[CH:29][CH:28]=[CH:27][CH:26]=1)=[O:23].C(OCC)(=O)C. Product: [C:25]1([O:24][C:22](=[O:23])[NH:11][C:10]2[CH:12]=[CH:13][C:7]([CH2:6][N:1]3[CH:5]=[CH:4][CH:3]=[N:2]3)=[CH:8][CH:9]=2)[CH:30]=[CH:29][CH:28]=[CH:27][CH:26]=1. The catalyst class is: 7. (4) Reactant: C(OC([N:8]([CH:19]([CH3:21])[CH3:20])[C@H:9]1[CH2:14][CH2:13][C@H:12]([C:15]([O:17][CH3:18])=[O:16])[CH2:11][CH2:10]1)=O)(C)(C)C.[ClH:22].C(OCC)(=O)C. Product: [ClH:22].[CH:19]([NH:8][C@H:9]1[CH2:14][CH2:13][C@H:12]([C:15]([O:17][CH3:18])=[O:16])[CH2:11][CH2:10]1)([CH3:21])[CH3:20]. The catalyst class is: 13. (5) Product: [OH:19][CH:20]([CH:3]1[CH2:4][CH2:5][C:6]2([CH2:7][CH2:8][N:9]([C:12]([O:14][C:15]([CH3:18])([CH3:17])[CH3:16])=[O:13])[CH2:10][CH2:11]2)[C:2]1=[O:1])[CH3:21]. Reactant: [O:1]=[C:2]1[C:6]2([CH2:11][CH2:10][N:9]([C:12]([O:14][C:15]([CH3:18])([CH3:17])[CH3:16])=[O:13])[CH2:8][CH2:7]2)[CH2:5][CH2:4][CH2:3]1.[O:19]1CC[CH2:21][CH2:20]1.C([N-]C(C)C)(C)C.[Li+].C(=O)C.[Cl-].[NH4+]. The catalyst class is: 27.